From a dataset of Catalyst prediction with 721,799 reactions and 888 catalyst types from USPTO. Predict which catalyst facilitates the given reaction. (1) Reactant: [NH:1]1[CH:5]=[CH:4][N:3]=[CH:2]1.[C:6]([OH:15])(=[O:14])[C:7]1[C:8](=[CH:10][CH:11]=[CH:12][CH:13]=1)[OH:9].[CH:16]1[N:20]([CH2:21][O:22][CH2:23][CH2:24][OH:25])[C:19]2[N:26]=[C:27]([NH2:31])[N:28]=[C:29]([OH:30])[C:18]=2[N:17]=1.[OH-].[NH4+]. Product: [CH:16]1[N:20]([CH2:21][O:22][CH2:23][CH2:24][OH:25])[C:19]2[N:26]=[C:27]([NH2:31])[N:28]=[C:29]([OH:30])[C:18]=2[N:17]=1.[NH:1]1[CH:5]=[CH:4][N:3]=[CH:2]1.[CH:12]1[CH:13]=[C:7]([C:6]([OH:15])=[O:14])[C:8]([OH:9])=[CH:10][CH:11]=1. The catalyst class is: 6. (2) Reactant: [Cl-].[Al+3].[Cl-].[Cl-].[CH3:5][C:6]1[CH:13]=[CH:12][CH:11]=[CH:10][C:7]=1[CH:8]=[O:9].[Br:14]Br. Product: [Br:14][C:11]1[CH:12]=[CH:13][C:6]([CH3:5])=[C:7]([CH:10]=1)[CH:8]=[O:9]. The catalyst class is: 2. (3) Reactant: [OH:1][C:2]1[CH:12]=[CH:11][C:5]([C:6]([O:8][CH2:9]C)=[O:7])=[CH:4][CH:3]=1.[O:13]1[CH2:18][CH2:17][CH:16](O)[CH2:15][CH2:14]1.C1C=CC(P(C2C=CC=CC=2)C2C=CC=CC=2)=CC=1.CCOC(/N=N/C(OCC)=O)=O. Product: [O:13]1[CH2:18][CH2:17][CH:16]([O:1][C:2]2[CH:12]=[CH:11][C:5]([C:6]([O:8][CH3:9])=[O:7])=[CH:4][CH:3]=2)[CH2:15][CH2:14]1. The catalyst class is: 20. (4) Reactant: [CH3:1][C:2]1[CH:7]=[CH:6][C:5]([CH:8]=[CH:9][C:10]([OH:12])=[O:11])=[CH:4][CH:3]=1.[CH3:13]I.O. Product: [CH3:1][C:2]1[CH:3]=[CH:4][C:5]([CH:8]=[CH:9][C:10]([O:12][CH3:13])=[O:11])=[CH:6][CH:7]=1. The catalyst class is: 1. (5) Reactant: [NH2:1][C:2]1[CH:7]=[C:6]([Cl:8])[CH:5]=[CH:4][C:3]=1[S:9][CH2:10][CH2:11][C:12]([N:14]([CH3:16])[CH3:15])=[O:13].[F:17][C:18]1[CH:23]=[C:22]([F:24])[CH:21]=[CH:20][C:19]=1[S:25](Cl)(=[O:27])=[O:26]. Product: [Cl:8][C:6]1[CH:5]=[CH:4][C:3]([S:9][CH2:10][CH2:11][C:12]([N:14]([CH3:15])[CH3:16])=[O:13])=[C:2]([NH:1][S:25]([C:19]2[CH:20]=[CH:21][C:22]([F:24])=[CH:23][C:18]=2[F:17])(=[O:27])=[O:26])[CH:7]=1. The catalyst class is: 17. (6) Reactant: [Cl:1][C:2]1[C:3]([NH:24][C:25]2[CH:33]=[CH:32][CH:31]=[CH:30][C:26]=2[C:27]([OH:29])=[O:28])=[N:4][C:5]([NH:8][C:9]2[CH:23]=[CH:22][C:12]3[CH2:13][CH2:14][N:15]([CH2:18][CH2:19][O:20][CH3:21])[CH2:16][CH2:17][C:11]=3[CH:10]=2)=[N:6][CH:7]=1.[C:34]1(C)C=CC=CC=1.CO.C[Si](C=[N+]=[N-])(C)C. Product: [CH3:34][O:28][C:27](=[O:29])[C:26]1[CH:30]=[CH:31][CH:32]=[CH:33][C:25]=1[NH:24][C:3]1[C:2]([Cl:1])=[CH:7][N:6]=[C:5]([NH:8][C:9]2[CH:23]=[CH:22][C:12]3[CH2:13][CH2:14][N:15]([CH2:18][CH2:19][O:20][CH3:21])[CH2:16][CH2:17][C:11]=3[CH:10]=2)[N:4]=1. The catalyst class is: 81. (7) Reactant: [F:1][C:2]1[C:11]2[C:6](=[CH:7][CH:8]=[CH:9][CH:10]=2)[C:5]([OH:12])=[CH:4][CH:3]=1.C(N(C(C)C)CC)(C)C.[CH3:22][O:23][CH2:24]Cl.C(=O)(O)[O-].[Na+]. Product: [F:1][C:2]1[C:11]2[C:6](=[CH:7][CH:8]=[CH:9][CH:10]=2)[C:5]([O:12][CH2:22][O:23][CH3:24])=[CH:4][CH:3]=1. The catalyst class is: 4. (8) Reactant: [Cl:1][C:2]1[CH:7]=[CH:6][CH:5]=[CH:4][C:3]=1[C@H:8]([N:13]1[CH2:18][CH2:17][C:16]2[S:19][CH:20]=[CH:21][C:15]=2[CH2:14]1)[C:9]([O:11][CH3:12])=[O:10].[C:22]1([S:36]([OH:39])(=[O:38])=[O:37])[C:31]2[CH:30]=[CH:29][CH:28]=[C:27]([S:32]([OH:35])(=[O:34])=[O:33])[C:26]=2[CH:25]=[CH:24][CH:23]=1.O1CCOCC1.CCCCCCC. Product: [OH2:10].[C:22]1([S:36]([OH:39])(=[O:38])=[O:37])[C:31]2[CH:30]=[CH:29][CH:28]=[C:27]([S:32]([OH:35])(=[O:34])=[O:33])[C:26]=2[CH:25]=[CH:24][CH:23]=1.[Cl:1][C:2]1[CH:7]=[CH:6][CH:5]=[CH:4][C:3]=1[C@H:8]([N:13]1[CH2:18][CH2:17][C:16]2[S:19][CH:20]=[CH:21][C:15]=2[CH2:14]1)[C:9]([O:11][CH3:12])=[O:10]. The catalyst class is: 8.